From a dataset of Catalyst prediction with 721,799 reactions and 888 catalyst types from USPTO. Predict which catalyst facilitates the given reaction. (1) Reactant: [F:1][C:2]1[CH:3]=[C:4]([N:19]2[CH2:23][C@H:22]([CH2:24][NH:25][C:26](=O)[CH3:27])[O:21][C:20]2=[O:29])[CH:5]=[CH:6][C:7]=1[C:8]1[S:9][CH:10]=[C:11]([CH2:13][N:14]2[CH:18]=[CH:17][N:16]=[CH:15]2)[N:12]=1.COC1C=CC(P2(SP(C3C=CC(OC)=CC=3)(=S)S2)=[S:39])=CC=1. Product: [F:1][C:2]1[CH:3]=[C:4]([N:19]2[CH2:23][C@H:22]([CH2:24][NH:25][C:26](=[S:39])[CH3:27])[O:21][C:20]2=[O:29])[CH:5]=[CH:6][C:7]=1[C:8]1[S:9][CH:10]=[C:11]([CH2:13][N:14]2[CH:18]=[CH:17][N:16]=[CH:15]2)[N:12]=1. The catalyst class is: 12. (2) Reactant: [F:1][C:2]([F:28])([F:27])[C:3]1[CH:8]=[CH:7][CH:6]=[CH:5][C:4]=1[S:9]([NH:12][C:13]1[CH:14]=[CH:15][CH:16]=[C:17]2[C:21]=1[NH:20][C:19]([C:22]([O:24][CH2:25][CH3:26])=[O:23])=[CH:18]2)(=[O:11])=[O:10].[C:29](=O)([O-])[O-].[K+].[K+].CI.CCCCCC. The catalyst class is: 42. Product: [CH3:29][N:12]([S:9]([C:4]1[CH:5]=[CH:6][CH:7]=[CH:8][C:3]=1[C:2]([F:27])([F:1])[F:28])(=[O:11])=[O:10])[C:13]1[CH:14]=[CH:15][CH:16]=[C:17]2[C:21]=1[NH:20][C:19]([C:22]([O:24][CH2:25][CH3:26])=[O:23])=[CH:18]2. (3) Reactant: C(OC([N:8]1[CH2:12][CH2:11][CH:10]([N:13]([CH2:22][C:23](=[O:25])[NH2:24])[CH2:14][C:15]2[CH:20]=[CH:19][C:18]([Cl:21])=[CH:17][CH:16]=2)[CH2:9]1)=O)(C)(C)C.FC(F)(F)C(O)=O. Product: [Cl:21][C:18]1[CH:19]=[CH:20][C:15]([CH2:14][N:13]([CH:10]2[CH2:11][CH2:12][NH:8][CH2:9]2)[CH2:22][C:23]([NH2:24])=[O:25])=[CH:16][CH:17]=1. The catalyst class is: 4. (4) Reactant: N[C:2]1[CH:18]=[C:17]([C:19]([F:22])([F:21])[F:20])[C:5]2[N:6]([C:10]3[CH:15]=[CH:14][C:13]([Cl:16])=[CH:12][CH:11]=3)[C:7](=[O:9])[NH:8][C:4]=2[CH:3]=1.[C:23]([Cu])#[N:24].N(OC(C)(C)C)=O. Product: [Cl:16][C:13]1[CH:12]=[CH:11][C:10]([N:6]2[C:5]3[C:17]([C:19]([F:21])([F:22])[F:20])=[CH:18][C:2]([C:23]#[N:24])=[CH:3][C:4]=3[NH:8][C:7]2=[O:9])=[CH:15][CH:14]=1. The catalyst class is: 550. (5) Reactant: [CH:1]([CH:3]=[O:4])=[O:2].[CH3:5][C:6]([CH3:11])([CH2:9]O)[CH2:7][OH:8].C1(C)C=CC(S(O)(=O)=O)=CC=1.[O-]S([O-])(=O)=O.[Na+].[Na+].C([O-])(O)=O.[Na+]. Product: [CH:1]([CH:3]1[O:8][CH2:7][C:6]([CH3:11])([CH3:9])[CH2:5][O:4]1)=[O:2]. The catalyst class is: 48. (6) Reactant: Br[C:2]1[S:3][CH:4]=[CH:5][N:6]=1.CCN(C(C)C)C(C)C.[C:16]1([C:22]2[N:26]3[C:27]4[C:32]([CH:33]=[CH:34][C:25]3=[N:24][N:23]=2)=[CH:31][C:30]([SH:35])=[CH:29][CH:28]=4)[CH:21]=[CH:20][CH:19]=[CH:18][CH:17]=1.C1(P(C2C=CC=CC=2)C2C3OC4C(=CC=CC=4P(C4C=CC=CC=4)C4C=CC=CC=4)C(C)(C)C=3C=CC=2)C=CC=CC=1. Product: [C:16]1([C:22]2[N:26]3[C:27]4[C:32]([CH:33]=[CH:34][C:25]3=[N:24][N:23]=2)=[CH:31][C:30]([S:35][C:2]2[S:3][CH:4]=[CH:5][N:6]=2)=[CH:29][CH:28]=4)[CH:17]=[CH:18][CH:19]=[CH:20][CH:21]=1. The catalyst class is: 62. (7) Reactant: [CH:1]1([C:4]2[CH:8]=[C:7]([NH2:9])[NH:6][N:5]=2)[CH2:3][CH2:2]1.Cl.ClCCN1CC[O:17][CH2:16][CH2:15]1.[C:20](=O)([O-])[O-].[K+].[K+]. Product: [NH2:9][C:7]1[N:6]([CH2:15][CH2:16][OH:17])[N:5]=[C:4]([C:1]([CH3:2])([CH3:3])[CH3:20])[CH:8]=1. The catalyst class is: 39. (8) Reactant: [C:1]([N:4]1[C:12]2[C:7](=[CH:8][CH:9]=[C:10]([NH2:13])[CH:11]=2)[CH2:6][CH2:5]1)(=[O:3])[CH3:2].[F:14][C:15]([F:33])([F:32])[C:16]([C:19]1[CH:28]=[CH:27][C:26]2[CH2:25][C@H:24]([C:29](O)=[O:30])[CH2:23][CH2:22][C:21]=2[N:20]=1)([CH3:18])[CH3:17].CN(C(ON1N=NC2C=CC=NC1=2)=[N+](C)C)C.F[P-](F)(F)(F)(F)F.C(N(CC)C(C)C)(C)C. Product: [C:1]([N:4]1[C:12]2[C:7](=[CH:8][CH:9]=[C:10]([NH:13][C:29]([CH:24]3[CH2:23][CH2:22][C:21]4[N:20]=[C:19]([C:16]([CH3:18])([CH3:17])[C:15]([F:33])([F:32])[F:14])[CH:28]=[CH:27][C:26]=4[CH2:25]3)=[O:30])[CH:11]=2)[CH2:6][CH2:5]1)(=[O:3])[CH3:2]. The catalyst class is: 37. (9) Reactant: [CH3:1][O:2][C:3]1[CH:8]=[CH:7][N:6]=[C:5]([CH:9]=[CH:10][C:11]([O:13][CH3:14])=[O:12])[CH:4]=1. Product: [CH3:14][O:13][C:11](=[O:12])[CH2:10][CH2:9][C:5]1[CH:4]=[C:3]([O:2][CH3:1])[CH:8]=[CH:7][N:6]=1. The catalyst class is: 19.